Dataset: TCR-epitope binding with 47,182 pairs between 192 epitopes and 23,139 TCRs. Task: Binary Classification. Given a T-cell receptor sequence (or CDR3 region) and an epitope sequence, predict whether binding occurs between them. (1) The epitope is HTTDPSFLGRY. The TCR CDR3 sequence is CASSSPLIGEASYEQYF. Result: 1 (the TCR binds to the epitope). (2) The epitope is GVAMPNLYK. The TCR CDR3 sequence is CASSFLRRQTQYF. Result: 0 (the TCR does not bind to the epitope). (3) The epitope is SSNVANYQK. Result: 1 (the TCR binds to the epitope). The TCR CDR3 sequence is CASSLENTGELFF. (4) The epitope is EIYKRWII. The TCR CDR3 sequence is CASSQGTGGGYGYTF. Result: 0 (the TCR does not bind to the epitope). (5) The epitope is KLWAQCVQL. The TCR CDR3 sequence is CASSLLAPSTDTQYF. Result: 1 (the TCR binds to the epitope). (6) The epitope is HPKVSSEVHI. The TCR CDR3 sequence is CSARGGTSIFYTF. Result: 1 (the TCR binds to the epitope).